Task: Predict the reactants needed to synthesize the given product.. Dataset: Full USPTO retrosynthesis dataset with 1.9M reactions from patents (1976-2016) The reactants are: [Cl:1][C:2]1[CH:26]=[CH:25][C:24]([C:27]([F:30])([F:29])[F:28])=[CH:23][C:3]=1[CH2:4][N:5]([CH2:8][C:9]1[CH:14]=[C:13]([C:15]([F:18])([F:17])[F:16])[CH:12]=[C:11]([C:19]([F:22])([F:21])[F:20])[CH:10]=1)[C:6]#[N:7].N(CCO)(CCO)CCO.C[Si]([N:45]=[N+:46]=[N-:47])(C)C. Given the product [Cl:1][C:2]1[CH:26]=[CH:25][C:24]([C:27]([F:28])([F:29])[F:30])=[CH:23][C:3]=1[CH2:4][N:5]([CH2:8][C:9]1[CH:10]=[C:11]([C:19]([F:20])([F:21])[F:22])[CH:12]=[C:13]([C:15]([F:18])([F:17])[F:16])[CH:14]=1)[C:6]1[NH:47][N:46]=[N:45][N:7]=1, predict the reactants needed to synthesize it.